Dataset: Forward reaction prediction with 1.9M reactions from USPTO patents (1976-2016). Task: Predict the product of the given reaction. (1) Given the reactants [CH3:1][O:2][C:3]1[CH:4]=[C:5]2[CH2:14][CH:13]([CH2:15][CH:16]3[CH2:21][CH2:20][N:19]([CH2:22][C:23]4[CH:24]=[CH:25][CH:26]=[CH:27][CH:28]=4)[CH2:18][CH2:17]3)[C:11](=[O:12])[C:6]2=[CH:7][C:8]=1[O:9][CH3:10].[CH3:29][S:30]([OH:33])(=[O:32])=[O:31].C, predict the reaction product. The product is: [CH3:1][O:2][C:3]1[CH:4]=[C:5]2[CH2:14][CH:13]([CH2:15][CH:16]3[CH2:17][CH2:18][N:19]([CH2:22][C:23]4[CH:28]=[CH:27][CH:26]=[CH:25][CH:24]=4)[CH2:20][CH2:21]3)[C:11](=[O:12])[C:6]2=[CH:7][C:8]=1[O:9][CH3:10].[CH3:14][C:5]1[CH:4]=[CH:3][C:29]([S:30]([OH:33])(=[O:32])=[O:31])=[CH:7][CH:6]=1. (2) The product is: [CH3:1][O:2][C:3]([C:5]1[CH:6]=[C:7]([N:11]2[C:15](=[O:16])[C:14](=[CH:24][C:23]3[CH:26]=[CH:27][C:28]([OH:29])=[C:21]([O:20][CH2:18][CH3:19])[CH:22]=3)[S:13][C:12]2=[S:17])[CH:8]=[CH:9][CH:10]=1)=[O:4]. Given the reactants [CH3:1][O:2][C:3]([C:5]1[CH:6]=[C:7]([N:11]2[C:15](=[O:16])[CH2:14][S:13][C:12]2=[S:17])[CH:8]=[CH:9][CH:10]=1)=[O:4].[CH2:18]([O:20][C:21]1[CH:22]=[C:23]([CH:26]=[CH:27][C:28]=1[OH:29])[CH:24]=O)[CH3:19].C([O-])(=O)C.[NH4+].O, predict the reaction product. (3) Given the reactants [CH:1]1([C@@H:4]([NH2:6])[CH3:5])[CH2:3][CH2:2]1.[CH:7](=O)[C:8]1[CH:13]=[CH:12][CH:11]=[CH:10][CH:9]=1.[BH3-]C#N.[Na+].C([O-])(O)=O.[Na+], predict the reaction product. The product is: [CH2:7]([NH:6][C@H:4]([CH:1]1[CH2:3][CH2:2]1)[CH3:5])[C:8]1[CH:13]=[CH:12][CH:11]=[CH:10][CH:9]=1. (4) Given the reactants [O:1]1[CH2:6][CH2:5][CH:4]([NH2:7])[CH2:3][CH2:2]1.[CH2:8]([N:10]=[C:11]=[O:12])[CH3:9].[C:13](Cl)(=[O:18])[CH2:14][C:15](Cl)=[O:16], predict the reaction product. The product is: [CH2:8]([N:10]1[C:15](=[O:16])[CH2:14][C:13](=[O:18])[N:7]([CH:4]2[CH2:5][CH2:6][O:1][CH2:2][CH2:3]2)[C:11]1=[O:12])[CH3:9].